The task is: Predict the reaction yield, written as a fraction of the theoretical maximum amount of product (1.0 means a 100% yield; for example, 0.34 means a 34% yield).. This data is from Reaction yield outcomes from USPTO patents with 853,638 reactions. (1) The reactants are [Br:1][C:2]1[CH:7]=[CH:6][C:5](I)=[CH:4][CH:3]=1.C1C=CC2C(C3C(O)=CC=C4C=3C=CC=C4)=C(O)C=CC=2C=1.[O-]P([O-])([O-])=O.[K+].[K+].[K+].[CH3:39][C@H:40]1[CH2:45][NH:44][CH2:43][C@@H:42]([CH3:46])[NH:41]1. The catalyst is CCOC(C)=O.[Cu]I.CN(C=O)C. The product is [Br:1][C:2]1[CH:7]=[CH:6][C:5]([N:44]2[CH2:43][C@H:42]([CH3:46])[NH:41][C@H:40]([CH3:39])[CH2:45]2)=[CH:4][CH:3]=1. The yield is 0.590. (2) The reactants are CN1C=CN=C1.[CH:7]1([CH2:12][C@H:13]([CH2:34][N:35]([CH:44]=[O:45])[O:36][CH2:37][C:38]2[CH:43]=[CH:42][CH:41]=[CH:40][CH:39]=2)[C:14]([N:16]2[C@H:20]([C:21](O)=[O:22])[CH2:19][CH2:18][N:17]2[C:24]([O:26][CH2:27][C:28]2[CH:33]=[CH:32][CH:31]=[CH:30][CH:29]=2)=[O:25])=[O:15])[CH2:11][CH2:10][CH2:9][CH2:8]1.CS(Cl)(=O)=O.[N:51]1[CH:56]=[CH:55][C:54]([NH2:57])=[N:53][CH:52]=1. The catalyst is ClCCl.C(OCC)(=O)C.C(#N)C. The product is [CH:7]1([CH2:12][C@H:13]([CH2:34][N:35]([CH:44]=[O:45])[O:36][CH2:37][C:38]2[CH:43]=[CH:42][CH:41]=[CH:40][CH:39]=2)[C:14]([N:16]2[C@H:20]([C:21]([NH:57][C:54]3[CH:55]=[CH:56][N:51]=[CH:52][N:53]=3)=[O:22])[CH2:19][CH2:18][N:17]2[C:24]([O:26][CH2:27][C:28]2[CH:33]=[CH:32][CH:31]=[CH:30][CH:29]=2)=[O:25])=[O:15])[CH2:8][CH2:9][CH2:10][CH2:11]1. The yield is 0.920. (3) The reactants are Br[C:2]1[CH:7]=[CH:6][CH:5]=[CH:4][N:3]=1.[Br:8][C:9]1[C:14]2[N:15]=[C:16]([CH2:18][CH2:19][C:20]#[CH:21])[O:17][C:13]=2[CH:12]=[CH:11][CH:10]=1. No catalyst specified. The product is [Br:8][C:9]1[C:14]2[N:15]=[C:16]([CH2:18][CH2:19][C:20]#[C:21][C:2]3[CH:7]=[CH:6][CH:5]=[CH:4][N:3]=3)[O:17][C:13]=2[CH:12]=[CH:11][CH:10]=1. The yield is 0.460. (4) The reactants are [CH:1]([NH:3][C:4]1[C:5]([N+:14]([O-])=O)=[C:6]([CH:10]=[CH:11][C:12]=1[CH3:13])[C:7]([OH:9])=[O:8])=O.C(NC1C=C(C([N+]([O-])=O)=CC=1C)C(O)=O)=O. The catalyst is C(O)=O.[Pd]. The product is [CH3:13][C:12]1[C:4]2[NH:3][CH:1]=[N:14][C:5]=2[C:6]([C:7]([OH:9])=[O:8])=[CH:10][CH:11]=1. The yield is 0.980.